Predict the reactants needed to synthesize the given product. From a dataset of Full USPTO retrosynthesis dataset with 1.9M reactions from patents (1976-2016). (1) Given the product [S:1]1[CH:5]=[CH:4][CH:3]=[C:2]1[C:6]1[N:10]=[C:9]([N:11]2[CH2:12][CH2:13][NH:14][CH2:15][CH2:16]2)[S:8][N:7]=1, predict the reactants needed to synthesize it. The reactants are: [S:1]1[CH:5]=[CH:4][CH:3]=[C:2]1[C:6]1[N:10]=[C:9]([N:11]2[CH2:16][CH2:15][N:14](C(OC(C)(C)C)=O)[CH2:13][CH2:12]2)[S:8][N:7]=1.Cl.CCCCCC. (2) The reactants are: [Cl:1][C:2]1[C:15]2[C:14]3[N:13]=[C:12]([CH3:16])[CH:11]=[CH:10][C:9]=3[C:8]([NH2:17])=[N:7][C:6]=2[CH:5]=[CH:4][CH:3]=1.CC1(C)[C:25]2[C:20](=[C:21](P([C:20]3[CH:25]=[CH:24][CH:23]=[CH:22][CH:21]=3)[C:20]3[CH:25]=[CH:24][CH:23]=[CH:22][CH:21]=3)[CH:22]=[CH:23][CH:24]=2)O[C:21]2[C:22](P([C:20]3[CH:25]=[CH:24][CH:23]=[CH:22][CH:21]=3)[C:20]3[CH:25]=[CH:24][CH:23]=[CH:22][CH:21]=3)=[CH:23][CH:24]=[CH:25][C:20]1=2.C(=O)([O-])[O-].[Cs+].[Cs+].IC1C=CC=CC=1I. Given the product [Cl:1][C:2]1[C:15]2[C:14]3[N:13]=[C:12]([CH3:16])[CH:11]=[CH:10][C:9]=3[C:8]3=[N:17][C:20]4[CH:25]=[CH:24][CH:23]=[CH:22][C:21]=4[N:7]3[C:6]=2[CH:5]=[CH:4][CH:3]=1, predict the reactants needed to synthesize it.